Dataset: NCI-60 drug combinations with 297,098 pairs across 59 cell lines. Task: Regression. Given two drug SMILES strings and cell line genomic features, predict the synergy score measuring deviation from expected non-interaction effect. (1) Drug 1: CC(C)(C#N)C1=CC(=CC(=C1)CN2C=NC=N2)C(C)(C)C#N. Drug 2: CN(C(=O)NC(C=O)C(C(C(CO)O)O)O)N=O. Cell line: KM12. Synergy scores: CSS=1.71, Synergy_ZIP=-0.356, Synergy_Bliss=0.391, Synergy_Loewe=0.422, Synergy_HSA=-0.169. (2) Synergy scores: CSS=22.2, Synergy_ZIP=5.27, Synergy_Bliss=10.9, Synergy_Loewe=6.54, Synergy_HSA=9.83. Drug 1: CCC(=C(C1=CC=CC=C1)C2=CC=C(C=C2)OCCN(C)C)C3=CC=CC=C3.C(C(=O)O)C(CC(=O)O)(C(=O)O)O. Cell line: HT29. Drug 2: C1=NC(=NC(=O)N1C2C(C(C(O2)CO)O)O)N. (3) Drug 1: CN(C)N=NC1=C(NC=N1)C(=O)N. Drug 2: CCC1(C2=C(COC1=O)C(=O)N3CC4=CC5=C(C=CC(=C5CN(C)C)O)N=C4C3=C2)O.Cl. Cell line: SN12C. Synergy scores: CSS=33.5, Synergy_ZIP=-9.26, Synergy_Bliss=-2.59, Synergy_Loewe=-50.8, Synergy_HSA=-2.18. (4) Drug 1: CC1C(C(=O)NC(C(=O)N2CCCC2C(=O)N(CC(=O)N(C(C(=O)O1)C(C)C)C)C)C(C)C)NC(=O)C3=C4C(=C(C=C3)C)OC5=C(C(=O)C(=C(C5=N4)C(=O)NC6C(OC(=O)C(N(C(=O)CN(C(=O)C7CCCN7C(=O)C(NC6=O)C(C)C)C)C)C(C)C)C)N)C. Drug 2: CC1=CC=C(C=C1)C2=CC(=NN2C3=CC=C(C=C3)S(=O)(=O)N)C(F)(F)F. Cell line: UO-31. Synergy scores: CSS=-0.483, Synergy_ZIP=-0.526, Synergy_Bliss=1.78, Synergy_Loewe=0.0528, Synergy_HSA=0.267. (5) Drug 1: CC1=C(C=C(C=C1)NC2=NC=CC(=N2)N(C)C3=CC4=NN(C(=C4C=C3)C)C)S(=O)(=O)N.Cl. Drug 2: C1=CC(=CC=C1CCC2=CNC3=C2C(=O)NC(=N3)N)C(=O)NC(CCC(=O)O)C(=O)O. Cell line: HCT-15. Synergy scores: CSS=35.2, Synergy_ZIP=-2.71, Synergy_Bliss=-4.17, Synergy_Loewe=-37.0, Synergy_HSA=-5.34. (6) Drug 1: C(CC(=O)O)C(=O)CN.Cl. Drug 2: C1C(C(OC1N2C=NC(=NC2=O)N)CO)O. Cell line: NCI/ADR-RES. Synergy scores: CSS=6.51, Synergy_ZIP=-0.484, Synergy_Bliss=3.12, Synergy_Loewe=-0.00842, Synergy_HSA=1.00. (7) Drug 1: C1=CC=C(C(=C1)C(C2=CC=C(C=C2)Cl)C(Cl)Cl)Cl. Drug 2: C1CC(=O)NC(=O)C1N2C(=O)C3=CC=CC=C3C2=O. Cell line: SNB-75. Synergy scores: CSS=-1.23, Synergy_ZIP=0.425, Synergy_Bliss=-2.00, Synergy_Loewe=-3.18, Synergy_HSA=-3.67. (8) Drug 1: C1CCC(CC1)NC(=O)N(CCCl)N=O. Drug 2: CN(C(=O)NC(C=O)C(C(C(CO)O)O)O)N=O. Cell line: KM12. Synergy scores: CSS=14.7, Synergy_ZIP=3.77, Synergy_Bliss=5.46, Synergy_Loewe=-0.680, Synergy_HSA=5.20. (9) Drug 1: CC1OCC2C(O1)C(C(C(O2)OC3C4COC(=O)C4C(C5=CC6=C(C=C35)OCO6)C7=CC(=C(C(=C7)OC)O)OC)O)O. Drug 2: CC12CCC3C(C1CCC2O)C(CC4=C3C=CC(=C4)O)CCCCCCCCCS(=O)CCCC(C(F)(F)F)(F)F. Cell line: PC-3. Synergy scores: CSS=19.1, Synergy_ZIP=-5.56, Synergy_Bliss=0.121, Synergy_Loewe=-1.51, Synergy_HSA=0.618. (10) Synergy scores: CSS=6.55, Synergy_ZIP=-3.99, Synergy_Bliss=-7.66, Synergy_Loewe=0.706, Synergy_HSA=-5.10. Drug 1: CC(C)NC(=O)C1=CC=C(C=C1)CNNC.Cl. Cell line: SR. Drug 2: C(CN)CNCCSP(=O)(O)O.